Predict the reactants needed to synthesize the given product. From a dataset of Retrosynthesis with 50K atom-mapped reactions and 10 reaction types from USPTO. (1) Given the product O=C(O)c1ccc(N2CCOCC2=O)c(F)c1, predict the reactants needed to synthesize it. The reactants are: ClCCl.O=C(O)COCCNc1ccc(C(=O)O)cc1F. (2) Given the product CCOC(=O)c1oc2c(F)cncc2c1Nc1ccc([Si](C)(C)C)cc1F, predict the reactants needed to synthesize it. The reactants are: CCOC(=O)c1oc2c(F)cncc2c1OS(=O)(=O)C(F)(F)F.C[Si](C)(C)c1ccc(N)c(F)c1. (3) Given the product Nc1nc(/C(=N/OC(c2ccccc2)(c2ccccc2)c2ccccc2)C(=O)N[C@H]2C(=O)N3C(C(=O)OC(c4ccccc4)c4ccccc4)=C(Sc4nncs4)CCC23)c(Cl)s1, predict the reactants needed to synthesize it. The reactants are: Nc1nc(/C(=N/OC(c2ccccc2)(c2ccccc2)c2ccccc2)C(=O)N[C@H]2C(=O)N3C(C(=O)OC(c4ccccc4)c4ccccc4)=C(Cl)CCC23)c(Cl)s1.Sc1nncs1. (4) Given the product O=C(O)c1ccc2[nH]c3c(c2c1)CCCc1cn[nH]c1-3, predict the reactants needed to synthesize it. The reactants are: CCOC(=O)c1ccc2[nH]c3c(c2c1)CCCc1cn[nH]c1-3. (5) The reactants are: CC(=O)NN.O=C(Cl)c1ccc(I)cc1O. Given the product CC(=O)NNC(=O)c1ccc(I)cc1O, predict the reactants needed to synthesize it. (6) Given the product Cn1c(C(=O)NC2CCCCC2)nc(-c2ccc(Cl)cc2)c1-c1ccc(Cl)cc1, predict the reactants needed to synthesize it. The reactants are: Cn1c(C(=O)O)nc(-c2ccc(Cl)cc2)c1-c1ccc(Cl)cc1.NC1CCCCC1. (7) The reactants are: CCOC(=O)[C@]1(C)C[C@H]1c1ccccc1. Given the product C[C@@]1(C(=O)O)C[C@H]1c1ccccc1, predict the reactants needed to synthesize it.